Dataset: Catalyst prediction with 721,799 reactions and 888 catalyst types from USPTO. Task: Predict which catalyst facilitates the given reaction. (1) Reactant: [NH:1]1[C:9]2[C:4](=[N:5][CH:6]=[C:7]([C:10]([O:12][CH3:13])=[O:11])[CH:8]=2)[CH:3]=[CH:2]1.[Cl:14]N1C(=O)CCC1=O. Product: [Cl:14][C:3]1[C:4]2=[N:5][CH:6]=[C:7]([C:10]([O:12][CH3:13])=[O:11])[CH:8]=[C:9]2[NH:1][CH:2]=1. The catalyst class is: 35. (2) Reactant: [F:1][CH:2]([F:20])[O:3][C:4]1[CH:5]=[C:6]2[C:10](=[CH:11][CH:12]=1)[N:9](CCCN(C)C)[N:8]=[C:7]2I.[CH:21]([Mg]Cl)(C)C.[CH2:26]([Sn:30]([CH2:35][CH2:36][CH2:37][CH3:38])(Cl)[CH2:31][CH2:32][CH3:33])[CH2:27][CH2:28][CH3:29]. Product: [F:20][CH:2]([F:1])[O:3][C:4]1[CH:5]=[C:6]2[C:10](=[CH:11][CH:12]=1)[NH:9][N:8]=[C:7]2[Sn:30]([CH2:35][CH2:36][CH2:37][CH3:38])([CH2:31][CH2:32][CH2:33][CH3:21])[CH2:26][CH2:27][CH2:28][CH3:29]. The catalyst class is: 1. (3) Reactant: [C:1](O)([C:3](F)(F)F)=[O:2].C(OC([N:15]1[CH2:18][CH:17]([C:19]([C:27]2[CH:28]=[C:29]3[C:34](=[CH:35][CH:36]=2)[N:33]=[C:32]([O:37][CH3:38])[C:31]([CH2:39][N:40]2[CH2:45][CH2:44][CH:43]([C:46]([F:49])([F:48])[F:47])[CH2:42][CH2:41]2)=[C:30]3[Cl:50])([OH:26])[C:20]2[N:24]([CH3:25])[N:23]=[N:22][CH:21]=2)[CH2:16]1)=O)(C)(C)C.CC(OC(C)=O)=O. Product: [Cl:50][C:30]1[C:29]2[C:34](=[CH:35][CH:36]=[C:27]([C:19]([OH:26])([C:20]3[N:24]([CH3:25])[N:23]=[N:22][CH:21]=3)[CH:17]3[CH2:16][N:15]([C:1](=[O:2])[CH3:3])[CH2:18]3)[CH:28]=2)[N:33]=[C:32]([O:37][CH3:38])[C:31]=1[CH2:39][N:40]1[CH2:45][CH2:44][CH:43]([C:46]([F:48])([F:49])[F:47])[CH2:42][CH2:41]1. The catalyst class is: 2. (4) Reactant: [Cl:1][C:2]1[CH:15]=[C:14]([N+:16]([O-])=O)[CH:13]=[CH:12][C:3]=1[O:4][CH2:5][C:6]1[CH:11]=[CH:10][CH:9]=[CH:8][N:7]=1.[Cl-].[NH4+]. Product: [Cl:1][C:2]1[CH:15]=[C:14]([CH:13]=[CH:12][C:3]=1[O:4][CH2:5][C:6]1[CH:11]=[CH:10][CH:9]=[CH:8][N:7]=1)[NH2:16]. The catalyst class is: 186. (5) Reactant: Cl[C:2]1[N:7]=[CH:6][C:5]2[C:8]([C:30]3[CH:31]=[N:32][N:33]([CH3:35])[CH:34]=3)=[N:9][N:10]([C:11]([C:24]3[CH:29]=[CH:28][CH:27]=[CH:26][CH:25]=3)([C:18]3[CH:23]=[CH:22][CH:21]=[CH:20][CH:19]=3)[C:12]3[CH:17]=[CH:16][CH:15]=[CH:14][CH:13]=3)[C:4]=2[CH:3]=1.[CH3:36][O:37][CH2:38][C@@H:39]([NH:46][C:47]([NH2:49])=[O:48])[C:40]1[CH:45]=[CH:44][CH:43]=[CH:42][CH:41]=1.C(=O)([O-])[O-].[Cs+].[Cs+].N#N. Product: [CH3:36][O:37][CH2:38][C@@H:39]([NH:46][C:47]([NH:49][C:2]1[N:7]=[CH:6][C:5]2[C:8]([C:30]3[CH:31]=[N:32][N:33]([CH3:35])[CH:34]=3)=[N:9][N:10]([C:11]([C:24]3[CH:29]=[CH:28][CH:27]=[CH:26][CH:25]=3)([C:18]3[CH:23]=[CH:22][CH:21]=[CH:20][CH:19]=3)[C:12]3[CH:17]=[CH:16][CH:15]=[CH:14][CH:13]=3)[C:4]=2[CH:3]=1)=[O:48])[C:40]1[CH:45]=[CH:44][CH:43]=[CH:42][CH:41]=1. The catalyst class is: 44. (6) Reactant: [CH2:1]([O:3][C:4]1[CH:5]=[C:6]([C:27](O)=[O:28])[C:7]2[NH:11][C:10]([NH:12][C:13]([C:15]3[N:16]=[CH:17][C:18]4[C:23]([CH:24]=3)=[CH:22][CH:21]=[CH:20][CH:19]=4)=[O:14])=[N:9][C:8]=2[C:25]=1[F:26])[CH3:2].CN(C(ON1N=NC2C=CC=CC1=2)=[N+](C)C)C.F[P-](F)(F)(F)(F)F.CCN(C(C)C)C(C)C.S(O)(O)(=O)=O.[NH2:68][C:69]1[NH:70][CH:71]=[CH:72][N:73]=1. Product: [CH2:1]([O:3][C:4]1[CH:5]=[C:6]([C:27](=[O:28])[NH:68][C:69]2[NH:70][CH:71]=[CH:72][N:73]=2)[C:7]2[NH:11][C:10]([NH:12][C:13]([C:15]3[N:16]=[CH:17][C:18]4[C:23]([CH:24]=3)=[CH:22][CH:21]=[CH:20][CH:19]=4)=[O:14])=[N:9][C:8]=2[C:25]=1[F:26])[CH3:2]. The catalyst class is: 163. (7) Reactant: Br[C:2]1[CH:3]=[C:4]([N:11]2[CH2:16][CH2:15][O:14][CH2:13][CH2:12]2)[C:5]2[N:6]([CH:8]=[CH:9][N:10]=2)[CH:7]=1.[CH3:17][C:18]1[CH:24]=[CH:23][C:21]([NH2:22])=[CH:20][C:19]=1B1OC(C)(C)C(C)(C)O1.C([O-])([O-])=O.[Na+].[Na+].C(Cl)Cl. Product: [CH3:17][C:18]1[CH:24]=[CH:23][C:21]([NH2:22])=[CH:20][C:19]=1[C:2]1[CH:3]=[C:4]([N:11]2[CH2:16][CH2:15][O:14][CH2:13][CH2:12]2)[C:5]2[N:6]([CH:8]=[CH:9][N:10]=2)[CH:7]=1. The catalyst class is: 57. (8) Reactant: [CH3:1][O:2][C:3](=[O:29])/[CH:4]=[CH:5]/[C:6]1[CH:7]=[C:8]2[C:25](=[CH:26][CH:27]=1)[O:24][C:11]1([CH2:16][CH2:15][N:14]([C:17](OC(C)(C)C)=O)[CH2:13][CH2:12]1)[CH2:10][C:9]2=[O:28].Cl.ClC[C:33]1[CH:38]=[CH:37][CH:36]=[CH:35][N:34]=1. Product: [CH3:1][O:2][C:3](=[O:29])/[CH:4]=[CH:5]/[C:6]1[CH:7]=[C:8]2[C:25](=[CH:26][CH:27]=1)[O:24][C:11]1([CH2:12][CH2:13][N:14]([CH2:17][C:33]3[CH:38]=[CH:37][CH:36]=[CH:35][N:34]=3)[CH2:15][CH2:16]1)[CH2:10][C:9]2=[O:28]. The catalyst class is: 2. (9) Reactant: [N+:1]([C:4]1[CH:15]=[CH:14][C:7]2[C:8](=[O:13])OC(=O)[NH:11][C:6]=2[CH:5]=1)([O-:3])=[O:2].[CH3:16][NH2:17]. Product: [NH2:11][C:6]1[CH:5]=[C:4]([N+:1]([O-:3])=[O:2])[CH:15]=[CH:14][C:7]=1[C:8]([NH:17][CH3:16])=[O:13]. The catalyst class is: 1. (10) Reactant: [F:1][C:2]1[CH:3]=[C:4]([CH2:9][C:10]([OH:12])=O)[CH:5]=[CH:6][C:7]=1[OH:8].[CH2:13]([N:17]1[C:25]2[N:24]=[C:23]([Cl:26])[NH:22][C:21]=2[C:20](=[O:27])[N:19]([CH2:28][CH2:29][CH2:30]/[C:31](=[N:34]/[H])/[NH:32]O)[C:18]1=[O:36])[CH2:14][CH2:15][CH3:16]. Product: [CH2:13]([N:17]1[C:25]2[N:24]=[C:23]([Cl:26])[NH:22][C:21]=2[C:20](=[O:27])[N:19]([CH2:28][CH2:29][CH2:30][C:31]2[N:32]=[C:10]([CH2:9][C:4]3[CH:5]=[CH:6][C:7]([OH:8])=[C:2]([F:1])[CH:3]=3)[O:12][N:34]=2)[C:18]1=[O:36])[CH2:14][CH2:15][CH3:16]. The catalyst class is: 3.